This data is from Merck oncology drug combination screen with 23,052 pairs across 39 cell lines. The task is: Regression. Given two drug SMILES strings and cell line genomic features, predict the synergy score measuring deviation from expected non-interaction effect. (1) Drug 1: C#Cc1cccc(Nc2ncnc3cc(OCCOC)c(OCCOC)cc23)c1. Drug 2: CNC(=O)c1cc(Oc2ccc(NC(=O)Nc3ccc(Cl)c(C(F)(F)F)c3)cc2)ccn1. Cell line: MDAMB436. Synergy scores: synergy=-0.138. (2) Drug 1: COC1CC2CCC(C)C(O)(O2)C(=O)C(=O)N2CCCCC2C(=O)OC(C(C)CC2CCC(OP(C)(C)=O)C(OC)C2)CC(=O)C(C)C=C(C)C(O)C(OC)C(=O)C(C)CC(C)C=CC=CC=C1C. Drug 2: CCC1(O)C(=O)OCc2c1cc1n(c2=O)Cc2cc3c(CN(C)C)c(O)ccc3nc2-1. Cell line: UWB1289BRCA1. Synergy scores: synergy=27.0. (3) Drug 1: CCN(CC)CCNC(=O)c1c(C)[nH]c(C=C2C(=O)Nc3ccc(F)cc32)c1C. Drug 2: NC1(c2ccc(-c3nc4ccn5c(=O)[nH]nc5c4cc3-c3ccccc3)cc2)CCC1. Cell line: ES2. Synergy scores: synergy=24.9. (4) Drug 1: CN(Cc1cnc2nc(N)nc(N)c2n1)c1ccc(C(=O)NC(CCC(=O)O)C(=O)O)cc1. Drug 2: C#Cc1cccc(Nc2ncnc3cc(OCCOC)c(OCCOC)cc23)c1. Cell line: EFM192B. Synergy scores: synergy=1.47.